This data is from TCR-epitope binding with 47,182 pairs between 192 epitopes and 23,139 TCRs. The task is: Binary Classification. Given a T-cell receptor sequence (or CDR3 region) and an epitope sequence, predict whether binding occurs between them. (1) The epitope is KLGGALQAK. The TCR CDR3 sequence is CASSDSLDGYTF. Result: 0 (the TCR does not bind to the epitope). (2) The epitope is YLQPRTFLL. The TCR CDR3 sequence is CALLLDWDTGELFF. Result: 1 (the TCR binds to the epitope). (3) The epitope is GILGFVFTL. The TCR CDR3 sequence is CASRAGREAFF. Result: 1 (the TCR binds to the epitope).